Dataset: CYP2D6 inhibition data for predicting drug metabolism from PubChem BioAssay. Task: Regression/Classification. Given a drug SMILES string, predict its absorption, distribution, metabolism, or excretion properties. Task type varies by dataset: regression for continuous measurements (e.g., permeability, clearance, half-life) or binary classification for categorical outcomes (e.g., BBB penetration, CYP inhibition). Dataset: cyp2d6_veith. The drug is O=C1C[C@@H](O)[C@@H](O)[C@H]2[C@H]1CC[C@H]1C(=O)N(c3ccc(F)cc3F)C(=O)[C@H]21. The result is 0 (non-inhibitor).